Dataset: Forward reaction prediction with 1.9M reactions from USPTO patents (1976-2016). Task: Predict the product of the given reaction. (1) Given the reactants C(OC(=O)[NH:7][C:8]([CH3:41])([CH3:40])[CH2:9][C:10]([N:12]1[CH2:17][CH2:16][CH:15]([C:18]2[CH:23]=[CH:22][C:21]([NH:24][C:25]([C:27]3[NH:28][CH:29]=[C:30]([C:32]#[N:33])[N:31]=3)=[O:26])=[C:20]([C:34]3[CH2:39][CH2:38][CH2:37][CH2:36][CH:35]=3)[CH:19]=2)[CH2:14][CH2:13]1)=[O:11])(C)(C)C.CCO.[C:46]([OH:52])([C:48]([F:51])([F:50])[F:49])=[O:47], predict the reaction product. The product is: [F:49][C:48]([F:51])([F:50])[C:46]([OH:52])=[O:47].[NH2:7][C:8]([CH3:41])([CH3:40])[CH2:9][C:10]([N:12]1[CH2:17][CH2:16][CH:15]([C:18]2[CH:23]=[CH:22][C:21]([NH:24][C:25]([C:27]3[NH:28][CH:29]=[C:30]([C:32]#[N:33])[N:31]=3)=[O:26])=[C:20]([C:34]3[CH2:39][CH2:38][CH2:37][CH2:36][CH:35]=3)[CH:19]=2)[CH2:14][CH2:13]1)=[O:11]. (2) Given the reactants C([O:3][C:4](=[O:15])/[C:5](/O)=[CH:6]/[C:7](=[O:13])[CH2:8][C:9]([CH3:12])([CH3:11])[CH3:10])C.Cl.[NH2:17]O.[OH-].[Na+].Cl, predict the reaction product. The product is: [CH3:10][C:9]([CH3:12])([CH3:11])[CH2:8][C:7]1[O:13][N:17]=[C:5]([C:4]([OH:3])=[O:15])[CH:6]=1.